From a dataset of Catalyst prediction with 721,799 reactions and 888 catalyst types from USPTO. Predict which catalyst facilitates the given reaction. (1) Reactant: [Br:1][C:2]1[CH:3]=[C:4]2[C:9](=[CH:10][CH:11]=1)[CH:8]=[C:7]([C:12]([OH:14])=O)[CH:6]=[CH:5]2.[CH3:15][O:16][NH:17][CH3:18].C(Cl)CCl.C1C=CC2N(O)N=NC=2C=1. Product: [CH3:15][O:16][N:17]([CH3:18])[C:12]([C:7]1[CH:6]=[CH:5][C:4]2[C:9](=[CH:10][CH:11]=[C:2]([Br:1])[CH:3]=2)[CH:8]=1)=[O:14]. The catalyst class is: 2. (2) Reactant: C(OC([NH:11][C@H:12]([C:40]([OH:42])=[O:41])[CH2:13][CH2:14][CH2:15][CH2:16][NH:17][C:18](=[O:39])[CH2:19][CH2:20][CH2:21][CH2:22][C:23]([NH:25][CH2:26][CH2:27][O:28][C@@H:29]1[O:37][C@@H:36]([CH3:38])[C@@H:34]([OH:35])[C@@H:32]([OH:33])[C@@H:30]1[OH:31])=[O:24])=O)C1C=CC=CC=1. Product: [C@@H:29]1([O:28][CH2:27][CH2:26][NH:25][C:23](=[O:24])[CH2:22][CH2:21][CH2:20][CH2:19][C:18]([NH:17][CH2:16][CH2:15][CH2:14][CH2:13][C@@H:12]([C:40]([OH:42])=[O:41])[NH2:11])=[O:39])[O:37][C@@H:36]([CH3:38])[C@@H:34]([OH:35])[C@@H:32]([OH:33])[C@@H:30]1[OH:31]. The catalyst class is: 6. (3) Reactant: [OH:1][C:2]1[CH:10]=[CH:9][C:5]([C:6]([OH:8])=[O:7])=[CH:4][CH:3]=1.[OH-].[K+].[CH2:13](Cl)[CH2:14][OH:15]. Product: [OH:15][CH2:14][CH2:13][O:1][C:2]1[CH:10]=[CH:9][C:5]([C:6]([OH:8])=[O:7])=[CH:4][CH:3]=1. The catalyst class is: 40. (4) Reactant: [C:1]([O:5][C:6]([N:8]1[C@H:17]([C:18](O)=[O:19])[CH2:16][C:15]2[C:10](=[CH:11][C:12]([OH:21])=[CH:13][CH:14]=2)[CH2:9]1)=[O:7])([CH3:4])([CH3:3])[CH3:2].[NH:22]1[CH2:29][CH2:28][CH2:27][C@H:23]1[C:24]([NH2:26])=[O:25]. Product: [C:1]([O:5][C:6]([N:8]1[C@H:17]([C:18]([N:22]2[CH2:29][CH2:28][CH2:27][C@H:23]2[C:24](=[O:25])[NH2:26])=[O:19])[CH2:16][C:15]2[C:10](=[CH:11][C:12]([OH:21])=[CH:13][CH:14]=2)[CH2:9]1)=[O:7])([CH3:3])([CH3:4])[CH3:2]. The catalyst class is: 66. (5) Reactant: [F:1][C:2]([F:38])([F:37])[CH:3]([C:28]1[CH:33]=[C:32]([Cl:34])[C:31]([Cl:35])=[C:30]([Cl:36])[CH:29]=1)/[CH:4]=[CH:5]/[C:6]1[C:15]2[C:10](=[CH:11][CH:12]=[CH:13][CH:14]=2)[C:9]([CH2:16][N:17]2C(=O)C3C(=CC=CC=3)C2=O)=[CH:8][CH:7]=1.O.NN. Product: [F:38][C:2]([F:1])([F:37])[CH:3]([C:28]1[CH:29]=[C:30]([Cl:36])[C:31]([Cl:35])=[C:32]([Cl:34])[CH:33]=1)/[CH:4]=[CH:5]/[C:6]1[C:15]2[C:10](=[CH:11][CH:12]=[CH:13][CH:14]=2)[C:9]([CH2:16][NH2:17])=[CH:8][CH:7]=1. The catalyst class is: 14.